Dataset: Retrosynthesis with 50K atom-mapped reactions and 10 reaction types from USPTO. Task: Predict the reactants needed to synthesize the given product. (1) Given the product COC(=O)[C@@H](NC(=O)c1ccc(F)cc1N)C1CCCCC1, predict the reactants needed to synthesize it. The reactants are: COC(=O)[C@@H](NC(=O)c1ccc(F)cc1[N+](=O)[O-])C1CCCCC1. (2) Given the product COc1n[nH]c2cc(NC(=O)c3ccc4nc(Nc5ccccc5C(C)C)[nH]c4c3)ccc12, predict the reactants needed to synthesize it. The reactants are: CC(C)c1ccccc1Nc1nc2ccc(C(=O)O)cc2[nH]1.COc1n[nH]c2cc(N)ccc12. (3) Given the product COC(=O)[C@@H]1C[C@H](Oc2ccc([N+](=O)[O-])cc2)CN1C(=O)OC(C)(C)C, predict the reactants needed to synthesize it. The reactants are: COC(=O)[C@@H]1C[C@@H](O)CN1C(=O)OC(C)(C)C.O=[N+]([O-])c1ccc(O)cc1. (4) Given the product CC1(C)OC2(C)CC1CCC2O, predict the reactants needed to synthesize it. The reactants are: CC12CC(CCC1=O)C(C)(C)O2.OO. (5) Given the product NC1(C(O)C(=O)NC2CC2)CC1, predict the reactants needed to synthesize it. The reactants are: CC(C)(C)OC(=O)NC1(C(O)C(=O)NC2CC2)CC1. (6) Given the product O=C(O)C(F)(F)F, predict the reactants needed to synthesize it. The reactants are: CC(C)(C)OC(=O)NCCCCCCNC(=O)n1cc(F)c(=O)[nH]c1=O. (7) The reactants are: COC(=O)c1cccc(OC(=O)c2ccccc2)c1O.COCCBr. Given the product COCCOc1c(OC(=O)c2ccccc2)cccc1C(=O)OC, predict the reactants needed to synthesize it.